Dataset: Forward reaction prediction with 1.9M reactions from USPTO patents (1976-2016). Task: Predict the product of the given reaction. (1) The product is: [CH3:12][C:2]1[CH:3]=[CH:4][C:5]([S:8]([OH:11])(=[O:10])=[O:9])=[CH:6][CH:7]=1.[CH3:15][C:14]([NH2:26])([C:16]1[CH:21]=[CH:20][CH:19]=[C:18]([C:22]([F:24])([F:25])[F:23])[N:17]=1)[CH3:13]. Given the reactants O.[C:2]1([CH3:12])[CH:7]=[CH:6][C:5]([S:8]([OH:11])(=[O:10])=[O:9])=[CH:4][CH:3]=1.[CH3:13][C:14]([NH2:26])([C:16]1[CH:21]=[CH:20][CH:19]=[C:18]([C:22]([F:25])([F:24])[F:23])[N:17]=1)[CH3:15], predict the reaction product. (2) Given the reactants Br[C:2]1[CH:7]=[CH:6][C:5]([C@@H:8]([NH:10][C:11](=[O:17])[O:12][C:13]([CH3:16])([CH3:15])[CH3:14])[CH3:9])=[CH:4][C:3]=1[F:18].[Li]CCCC.CN([CH:27]=[O:28])C.CCOC(C)=O.CCCCCCC, predict the reaction product. The product is: [F:18][C:3]1[CH:4]=[C:5]([C@@H:8]([NH:10][C:11](=[O:17])[O:12][C:13]([CH3:16])([CH3:15])[CH3:14])[CH3:9])[CH:6]=[CH:7][C:2]=1[CH:27]=[O:28]. (3) Given the reactants [S:1]([C:4]1[CH:22]=[CH:21][C:7]2[N:8]=[C:9]([NH:11][C:12](=[O:20])OC3C=CC=CC=3)[S:10][C:6]=2[CH:5]=1)[C:2]#[N:3].[CH3:23][N:24]1[CH2:29][CH2:28][N:27]([CH2:30][CH2:31][NH2:32])[CH2:26][CH2:25]1, predict the reaction product. The product is: [S:1]([C:4]1[CH:22]=[CH:21][C:7]2[N:8]=[C:9]([NH:11][C:12]([NH:32][CH2:31][CH2:30][N:27]3[CH2:28][CH2:29][N:24]([CH3:23])[CH2:25][CH2:26]3)=[O:20])[S:10][C:6]=2[CH:5]=1)[C:2]#[N:3]. (4) Given the reactants [CH3:1][C:2]([CH2:4][CH:5]([C:12]1[C:21](=[O:22])[O:20][C:19]2[CH:18]=[CH:17][CH:16]=[CH:15][C:14]=2[C:13]=1[OH:23])[C:6]1[CH:7]=[CH:8][CH:9]=[CH:10][CH:11]=1)=[O:3].C(=O)([O-])[O-].[K+:28].[K+].O, predict the reaction product. The product is: [CH3:1][C:2]([CH2:4][CH:5]([C:12]1[C:21](=[O:22])[O:20][C:19]2[CH:18]=[CH:17][CH:16]=[CH:15][C:14]=2[C:13]=1[O-:23])[C:6]1[CH:11]=[CH:10][CH:9]=[CH:8][CH:7]=1)=[O:3].[K+:28]. (5) Given the reactants [C:1]([C:3]1([NH:12][C:13](=[O:20])[CH:14]([OH:19])[CH2:15][CH:16]([CH3:18])[CH3:17])[CH2:8][CH2:7][N:6]([CH2:9][CH2:10][CH3:11])[CH2:5][CH2:4]1)#[N:2].Cl[C:22](OC1C=CC([N+]([O-])=O)=CC=1)=[O:23].CN1CCOCC1.[CH2:41]([NH2:48])[C:42]1[CH:47]=[CH:46][CH:45]=[CH:44][CH:43]=1, predict the reaction product. The product is: [C:1]([C:3]1([NH:12][C:13]([CH:14]([O:19][C:22](=[O:23])[NH:48][CH2:41][C:42]2[CH:47]=[CH:46][CH:45]=[CH:44][CH:43]=2)[CH2:15][CH:16]([CH3:17])[CH3:18])=[O:20])[CH2:4][CH2:5][N:6]([CH2:9][CH2:10][CH3:11])[CH2:7][CH2:8]1)#[N:2]. (6) Given the reactants [C:1]([O:5][C:6]([CH:8]1[CH2:13][CH2:12][CH:11]([C:14]2[CH:22]=[CH:21][C:17]([C:18](O)=[O:19])=[CH:16][CH:15]=2)[CH2:10][CH2:9]1)=[O:7])([CH3:4])([CH3:3])[CH3:2].[CH2:23]([C:30]1[S:34][C:33]([NH2:35])=[N:32][N:31]=1)[C:24]1[CH:29]=[CH:28][CH:27]=[CH:26][CH:25]=1, predict the reaction product. The product is: [CH2:23]([C:30]1[S:34][C:33]([NH:35][C:18]([C:17]2[CH:21]=[CH:22][C:14]([CH:11]3[CH2:10][CH2:9][CH:8]([C:6]([O:5][C:1]([CH3:2])([CH3:4])[CH3:3])=[O:7])[CH2:13][CH2:12]3)=[CH:15][CH:16]=2)=[O:19])=[N:32][N:31]=1)[C:24]1[CH:25]=[CH:26][CH:27]=[CH:28][CH:29]=1. (7) The product is: [C:1]([O:5][C:6]([N:8]1[CH2:9][CH2:10][CH:11]([CH2:14][CH2:15][C:16](=[O:26])[N:17]([C:18]2[CH:23]=[CH:22][C:21]([Cl:24])=[C:20]([Cl:25])[CH:19]=2)[CH2:29][CH3:30])[CH2:12][CH2:13]1)=[O:7])([CH3:4])([CH3:2])[CH3:3]. Given the reactants [C:1]([O:5][C:6]([N:8]1[CH2:13][CH2:12][CH:11]([CH2:14][CH2:15][C:16](=[O:26])[NH:17][C:18]2[CH:23]=[CH:22][C:21]([Cl:24])=[C:20]([Cl:25])[CH:19]=2)[CH2:10][CH2:9]1)=[O:7])([CH3:4])([CH3:3])[CH3:2].[H-].[Na+].[CH2:29](I)[CH3:30].[Na], predict the reaction product. (8) Given the reactants [CH2:1]([NH:3][C:4]1[CH:9]=[C:8]([O:10][CH3:11])[C:7]([O:12][CH3:13])=[CH:6][C:5]=1[C@@H:14]1[CH2:23][CH2:22][C:21]2[CH:20]=[C:19]([O:24]C(=O)C(C)(C)C)[CH:18]=[CH:17][C:16]=2[CH2:15]1)[CH3:2].C(OC([N:38]1[CH2:43][CH2:42][CH:41]([O:44][C:45]2[CH:50]=[CH:49][C:48]([CH:51]=O)=[CH:47][C:46]=2[F:53])[CH2:40][CH2:39]1)=O)(C)(C)C, predict the reaction product. The product is: [CH2:1]([N:3]([CH2:51][C:48]1[CH:49]=[CH:50][C:45]([O:44][CH:41]2[CH2:40][CH2:39][NH:38][CH2:43][CH2:42]2)=[C:46]([F:53])[CH:47]=1)[C:4]1[CH:9]=[C:8]([O:10][CH3:11])[C:7]([O:12][CH3:13])=[CH:6][C:5]=1[C@@H:14]1[CH2:23][CH2:22][C:21]2[CH:20]=[C:19]([OH:24])[CH:18]=[CH:17][C:16]=2[CH2:15]1)[CH3:2].